From a dataset of Catalyst prediction with 721,799 reactions and 888 catalyst types from USPTO. Predict which catalyst facilitates the given reaction. (1) Reactant: [CH3:1][O:2][C:3]1[CH:14]=[CH:13][C:6]2[CH2:7][CH2:8][CH2:9][C:10](=[O:12])[NH:11][C:5]=2[CH:4]=1.[Li+].CC([N-]C(C)C)C.CCCCCCC.C1COCC1.C(C1C=CC=CC=1)C.[C:43](O[C:43]([O:44][CH2:45][CH3:46])=[O:47])(=[O:47])[O:44][CH2:45][CH3:46]. Product: [CH2:45]([O:44][C:43]([CH:9]1[CH2:8][CH2:7][C:6]2[CH:13]=[CH:14][C:3]([O:2][CH3:1])=[CH:4][C:5]=2[NH:11][C:10]1=[O:12])=[O:47])[CH3:46]. The catalyst class is: 1. (2) Product: [CH2:10]([O:9][C:7]([C:4]1[S:3][CH:2]=[N:6][CH:5]=1)=[O:8])[CH3:11]. The catalyst class is: 198. Reactant: N[C:2]1[S:3][C:4]([C:7]([O:9][CH2:10][CH3:11])=[O:8])=[CH:5][N:6]=1.N(OCCC(C)C)=O. (3) Reactant: [CH3:1][O:2][CH:3]([O:12][CH3:13])[C:4](=[O:11])[CH2:5][C:6]([O:8][CH2:9][CH3:10])=[O:7].[CH2:14](Cl)[C:15]1[CH:20]=[CH:19][CH:18]=[CH:17][CH:16]=1.[O-]CC.[Na+]. Product: [CH2:14]([CH:5]([C:4](=[O:11])[CH:3]([O:12][CH3:13])[O:2][CH3:1])[C:6]([O:8][CH2:9][CH3:10])=[O:7])[C:15]1[CH:20]=[CH:19][CH:18]=[CH:17][CH:16]=1. The catalyst class is: 8. (4) Reactant: [Cl:1][C:2]1[CH:7]=[CH:6][CH:5]=[C:4]([Cl:8])[C:3]=1[C:9]1[C:13]([CH2:14][O:15][C:16]2[N:21]=[C:20]([O:22][CH3:23])[C:19]([N+:24]([O-])=O)=[CH:18][CH:17]=2)=[C:12]([CH:27]([CH3:29])[CH3:28])[O:11][N:10]=1.C(O)(=O)C. Product: [Cl:8][C:4]1[CH:5]=[CH:6][CH:7]=[C:2]([Cl:1])[C:3]=1[C:9]1[C:13]([CH2:14][O:15][C:16]2[N:21]=[C:20]([O:22][CH3:23])[C:19]([NH2:24])=[CH:18][CH:17]=2)=[C:12]([CH:27]([CH3:29])[CH3:28])[O:11][N:10]=1. The catalyst class is: 284. (5) The catalyst class is: 148. Product: [Br:1][C:2]1[CH:3]=[CH:4][C:5]([C:6]2[C:8]3[C:9](=[CH:29][CH:30]=[C:31]([Cl:33])[CH:32]=3)[C:10](=[O:11])[N:12]([CH2:13][C:14]3[CH:19]=[CH:18][C:17]([S:20]([CH3:23])(=[O:22])=[O:21])=[CH:16][CH:15]=3)[C:24]=2[C:25](=[O:28])[CH2:26][CH3:27])=[CH:34][CH:35]=1. Reactant: [Br:1][C:2]1[CH:35]=[CH:34][C:5]([C:6]([C:8]2[CH:32]=[C:31]([Cl:33])[CH:30]=[CH:29][C:9]=2[C:10]([N:12]([CH2:24][CH:25]([OH:28])[CH2:26][CH3:27])[CH2:13][C:14]2[CH:19]=[CH:18][C:17]([S:20]([CH3:23])(=[O:22])=[O:21])=[CH:16][CH:15]=2)=[O:11])=O)=[CH:4][CH:3]=1.C(N(CC)CC)C. (6) Reactant: [CH3:1][O:2][C:3]1[N:8]=[C:7]([C:9](OC)=[O:10])[C:6]([NH:13][C:14]([C:16]2[C:25]3[C:20](=[CH:21][CH:22]=[CH:23][CH:24]=3)[C:19]([CH2:26][N:27]3[CH:31]=[CH:30][N:29]=[N:28]3)=[CH:18][CH:17]=2)=[O:15])=[CH:5][CH:4]=1.[CH:32]1([CH2:38][NH2:39])[CH2:37][CH2:36][CH2:35][CH2:34][CH2:33]1. Product: [CH:32]1([CH2:38][NH:39][C:9]([C:7]2[C:6]([NH:13][C:14]([C:16]3[C:25]4[C:20](=[CH:21][CH:22]=[CH:23][CH:24]=4)[C:19]([CH2:26][N:27]4[CH:31]=[CH:30][N:29]=[N:28]4)=[CH:18][CH:17]=3)=[O:15])=[CH:5][CH:4]=[C:3]([O:2][CH3:1])[N:8]=2)=[O:10])[CH2:37][CH2:36][CH2:35][CH2:34][CH2:33]1. The catalyst class is: 3. (7) Reactant: [C:1]1(=[O:7])[CH2:6][CH2:5][CH2:4][CH:3]=[CH:2]1.C([N-]C(C)C)(C)C.[Li+].Br[CH2:17][C:18]([O:20][CH2:21][CH3:22])=[O:19]. Product: [O:7]=[C:1]1[CH:6]=[CH:5][CH2:4][CH2:3][CH:2]1[CH2:17][C:18]([O:20][CH2:21][CH3:22])=[O:19]. The catalyst class is: 7. (8) Product: [OH:1][C@H:2]1[CH:6]=[CH:5][C@H:4]([O:7][CH:8]([CH3:12])[C:9]([OH:11])=[O:10])[CH2:3]1. Reactant: [OH:1][C@@H:2]1[CH:6]=[CH:5][C@H:4]([O:7][CH:8]([CH2:12]C)[C:9]([OH:11])=[O:10])[CH2:3]1. The catalyst class is: 521. (9) Reactant: [Li]CCCC.[CH3:6][N:7]1[CH:11]=[CH:10][N:9]=[N:8]1.[F:12][C:13]([F:23])([F:22])[C:14]1[CH:15]=[C:16]([CH:19]=[CH:20][N:21]=1)[CH:17]=[O:18]. Product: [CH3:6][N:7]1[C:11]([CH:17]([C:16]2[CH:19]=[CH:20][N:21]=[C:14]([C:13]([F:23])([F:12])[F:22])[CH:15]=2)[OH:18])=[CH:10][N:9]=[N:8]1. The catalyst class is: 1.